Dataset: Full USPTO retrosynthesis dataset with 1.9M reactions from patents (1976-2016). Task: Predict the reactants needed to synthesize the given product. (1) Given the product [CH3:9][O:10][CH2:11][CH2:12][O:13][C:2]1[CH:8]=[CH:7][C:5]([NH2:6])=[CH:4][CH:3]=1, predict the reactants needed to synthesize it. The reactants are: I[C:2]1[CH:8]=[CH:7][C:5]([NH2:6])=[CH:4][CH:3]=1.[CH3:9][O:10][CH2:11][CH2:12][OH:13].C(=O)([O-])[O-].[Cs+].[Cs+].N1C2C(=CC=C3C=2N=CC=C3)C=CC=1. (2) Given the product [CH2:7]([O:14][C:16]1[CH:21]=[C:20]([C:22]2[CH:23]=[N:24][CH:25]=[C:26]([C:28]3[CH:33]=[CH:32][CH:31]=[C:30]([O:34][CH3:35])[CH:29]=3)[CH:27]=2)[N:19]=[C:18]([C:36]2[CH:41]=[CH:40][CH:39]=[CH:38][N:37]=2)[N:17]=1)[C:8]1[CH:13]=[CH:12][CH:11]=[CH:10][CH:9]=1, predict the reactants needed to synthesize it. The reactants are: CC(C)([O-])C.[K+].[CH2:7]([OH:14])[C:8]1[CH:13]=[CH:12][CH:11]=[CH:10][CH:9]=1.Cl[C:16]1[CH:21]=[C:20]([C:22]2[CH:23]=[N:24][CH:25]=[C:26]([C:28]3[CH:33]=[CH:32][CH:31]=[C:30]([O:34][CH3:35])[CH:29]=3)[CH:27]=2)[N:19]=[C:18]([C:36]2[CH:41]=[CH:40][CH:39]=[CH:38][N:37]=2)[N:17]=1. (3) Given the product [CH:14]1([N:10]2[CH2:9][CH2:8][C:7]3[C:12](=[CH:13][C:4]([N+:1]([O-:3])=[O:2])=[CH:5][CH:6]=3)[CH2:11]2)[CH2:17][CH2:16][CH2:15]1, predict the reactants needed to synthesize it. The reactants are: [N+:1]([C:4]1[CH:13]=[C:12]2[C:7]([CH2:8][CH2:9][NH:10][CH2:11]2)=[CH:6][CH:5]=1)([O-:3])=[O:2].[C:14]1(=O)[CH2:17][CH2:16][CH2:15]1.[BH3-]C#N.[Na+]. (4) Given the product [NH2:1][C:2]1[C:3]2[C:10]([C:11]3[CH:16]=[CH:15][C:14]([O:17][CH2:18][C:19]4[N:23]([CH2:24][O:25][C:26](=[O:31])[C:27]([CH3:30])([CH3:29])[CH3:28])[N:22]=[N:21][CH:20]=4)=[CH:13][CH:12]=3)=[C:9]([CH3:45])[N:8]([C@@H:33]3[CH2:37][CH2:36][N:35]([C:38]([O:40][C:41]([CH3:44])([CH3:43])[CH3:42])=[O:39])[CH2:34]3)[C:4]=2[N:5]=[CH:6][N:7]=1, predict the reactants needed to synthesize it. The reactants are: [NH2:1][C:2]1[C:3]2[C:10]([C:11]3[CH:16]=[CH:15][C:14]([O:17][CH2:18][C:19]4[N:23]([CH2:24][O:25][C:26](=[O:31])[C:27]([CH3:30])([CH3:29])[CH3:28])[N:22]=[N:21][CH:20]=4)=[CH:13][CH:12]=3)=[C:9](Br)[N:8]([C@@H:33]3[CH2:37][CH2:36][N:35]([C:38]([O:40][C:41]([CH3:44])([CH3:43])[CH3:42])=[O:39])[CH2:34]3)[C:4]=2[N:5]=[CH:6][N:7]=1.[CH3:45]B(O)O.C1(P(C2CCCCC2)C2CCCCC2)CCCCC1. (5) Given the product [O:11]1[C:10]2[CH:9]=[CH:8][C:5]([CH2:6][NH:7][C:32]([C:21]3[CH:20]=[C:19]([C:16]4[CH:17]=[CH:18][C:13]([Cl:12])=[C:14]([CH3:35])[CH:15]=4)[N:23]([CH2:24][C:25]4[CH:26]=[CH:27][C:28]([CH3:31])=[CH:29][CH:30]=4)[N:22]=3)=[O:33])=[CH:4][C:3]=2[O:2][CH2:1]1, predict the reactants needed to synthesize it. The reactants are: [CH2:1]1[O:11][C:10]2[CH:9]=[CH:8][C:5]([CH2:6][NH2:7])=[CH:4][C:3]=2[O:2]1.[Cl:12][C:13]1[CH:18]=[CH:17][C:16]([C:19]2[N:23]([CH2:24][C:25]3[CH:30]=[CH:29][C:28]([CH3:31])=[CH:27][CH:26]=3)[N:22]=[C:21]([C:32](Cl)=[O:33])[CH:20]=2)=[CH:15][C:14]=1[CH3:35]. (6) Given the product [Cl:1][C:2]1[CH:3]=[C:4]2[C:9](=[CH:10][CH:11]=1)[NH:8][C:7](=[O:12])[N:6]([CH2:13][C:14]([F:17])([F:16])[F:15])[C:5]2([CH:25]1[CH2:27][CH2:26]1)[C:18]1[CH:23]=[CH:22][C:21]([C:29]#[N:30])=[CH:20][CH:19]=1, predict the reactants needed to synthesize it. The reactants are: [Cl:1][C:2]1[CH:3]=[C:4]2[C:9](=[CH:10][CH:11]=1)[NH:8][C:7](=[O:12])[N:6]([CH2:13][C:14]([F:17])([F:16])[F:15])[C:5]2([CH:25]1[CH2:27][CH2:26]1)[C:18]1[CH:23]=[CH:22][C:21](Br)=[CH:20][CH:19]=1.[Cu][C:29]#[N:30]. (7) Given the product [CH:1]([N:14]1[CH2:17][CH:16]([CH2:18][OH:19])[CH2:15]1)([C:8]1[CH:13]=[CH:12][CH:11]=[CH:10][CH:9]=1)[C:2]1[CH:3]=[CH:4][CH:5]=[CH:6][CH:7]=1, predict the reactants needed to synthesize it. The reactants are: [CH:1]([N:14]1[CH2:17][CH:16]([C:18](O)=[O:19])[CH2:15]1)([C:8]1[CH:13]=[CH:12][CH:11]=[CH:10][CH:9]=1)[C:2]1[CH:7]=[CH:6][CH:5]=[CH:4][CH:3]=1.[H-].[Al+3].[Li+].[H-].[H-].[H-].O.C(C(C(C([O-])=O)O)O)([O-])=O.[K+].[Na+]. (8) Given the product [CH2:1]([N:8]([CH2:9][C:10]1[NH:11][CH:12]=[C:13]([C:15]2[CH:16]=[CH:17][C:18]([C:21]3[CH:26]=[CH:25][CH:24]=[CH:23][CH:22]=3)=[CH:19][CH:20]=2)[N:14]=1)[CH2:34][CH2:35][CH2:36][CH2:37][CH2:38][CH3:39])[C:2]1[CH:3]=[CH:4][CH:5]=[CH:6][CH:7]=1, predict the reactants needed to synthesize it. The reactants are: [CH2:1]([NH:8][CH2:9][C:10]1[NH:11][CH:12]=[C:13]([C:15]2[CH:20]=[CH:19][C:18]([C:21]3[CH:26]=[CH:25][CH:24]=[CH:23][CH:22]=3)=[CH:17][CH:16]=2)[N:14]=1)[C:2]1[CH:7]=[CH:6][CH:5]=[CH:4][CH:3]=1.C(=O)([O-])[O-].[K+].[K+].[Br-].[CH3:34][CH2:35][CH2:36][CH2:37][CH2:38][CH3:39].O. (9) Given the product [N+:8]([C:7]1[C:2]([O:17][CH:14]2[CH2:15][CH2:16][CH:11]([OH:18])[CH2:12][CH2:13]2)=[N:3][CH:4]=[CH:5][CH:6]=1)([O-:10])=[O:9], predict the reactants needed to synthesize it. The reactants are: F[C:2]1[C:7]([N+:8]([O-:10])=[O:9])=[CH:6][CH:5]=[CH:4][N:3]=1.[CH:11]1([OH:18])[CH2:16][CH2:15][CH:14]([OH:17])[CH2:13][CH2:12]1. (10) Given the product [Cl:1][C:2]1[CH:3]=[N:4][C:5]2[N:6]([N:8]=[C:9]([C:11]([N:16]3[CH2:17][CH:18]=[C:19]([C:21]4[NH:22][CH:23]=[CH:24][CH:25]=4)[CH2:20][CH:15]3[CH3:14])=[O:13])[CH:10]=2)[CH:7]=1, predict the reactants needed to synthesize it. The reactants are: [Cl:1][C:2]1[CH:3]=[N:4][C:5]2[N:6]([N:8]=[C:9]([C:11]([OH:13])=O)[CH:10]=2)[CH:7]=1.[CH3:14][CH:15]1[CH2:20][C:19]([C:21]2[NH:22][CH:23]=[CH:24][CH:25]=2)=[CH:18][CH2:17][NH:16]1.